Dataset: Catalyst prediction with 721,799 reactions and 888 catalyst types from USPTO. Task: Predict which catalyst facilitates the given reaction. (1) Reactant: [H-].[H-].[H-].[H-].[Li+].[Al+3].[OH:7][CH:8]([CH3:24])[CH2:9][CH2:10][NH:11][C:12]([C:14]12[CH2:23][CH:18]3[CH2:19][CH:20]([CH2:22][CH:16]([CH2:17]3)[CH2:15]1)[CH2:21]2)=O. Product: [C:14]12([CH2:12][NH:11][CH2:10][CH2:9][CH:8]([OH:7])[CH3:24])[CH2:23][CH:18]3[CH2:19][CH:20]([CH2:22][CH:16]([CH2:17]3)[CH2:15]1)[CH2:21]2. The catalyst class is: 1. (2) The catalyst class is: 721. Product: [CH:24]1([CH2:23][N:22]2[C:18]([C:6]3[CH:7]=[CH:8][C:9]([C:10]4[N:14]([CH:15]([CH3:16])[CH3:17])[N:13]=[CH:12][CH:11]=4)=[C:4]([C:1]([OH:3])([CH3:40])[CH3:2])[CH:5]=3)=[CH:19][C:20]([C:31]([NH:33][CH:34]3[CH2:35][CH2:36][O:37][CH2:38][CH2:39]3)=[O:32])=[C:21]2[CH3:30])[CH2:29][CH2:28][CH2:27][CH2:26][CH2:25]1. Reactant: [C:1]([C:4]1[CH:5]=[C:6]([C:18]2[N:22]([CH2:23][CH:24]3[CH2:29][CH2:28][CH2:27][CH2:26][CH2:25]3)[C:21]([CH3:30])=[C:20]([C:31]([NH:33][CH:34]3[CH2:39][CH2:38][O:37][CH2:36][CH2:35]3)=[O:32])[CH:19]=2)[CH:7]=[CH:8][C:9]=1[C:10]1[N:14]([CH:15]([CH3:17])[CH3:16])[N:13]=[CH:12][CH:11]=1)(=[O:3])[CH3:2].[CH3:40][Mg+].[Br-].[NH4+].[Cl-].